Dataset: NCI-60 drug combinations with 297,098 pairs across 59 cell lines. Task: Regression. Given two drug SMILES strings and cell line genomic features, predict the synergy score measuring deviation from expected non-interaction effect. (1) Drug 1: C1C(C(OC1N2C=NC3=C(N=C(N=C32)Cl)N)CO)O. Drug 2: C1=CC=C(C(=C1)C(C2=CC=C(C=C2)Cl)C(Cl)Cl)Cl. Cell line: HT29. Synergy scores: CSS=16.3, Synergy_ZIP=-2.99, Synergy_Bliss=2.65, Synergy_Loewe=-12.9, Synergy_HSA=0.108. (2) Drug 1: CC12CCC(CC1=CCC3C2CCC4(C3CC=C4C5=CN=CC=C5)C)O. Drug 2: CC1=C(C=C(C=C1)NC2=NC=CC(=N2)N(C)C3=CC4=NN(C(=C4C=C3)C)C)S(=O)(=O)N.Cl. Cell line: SNB-19. Synergy scores: CSS=2.58, Synergy_ZIP=1.06, Synergy_Bliss=3.36, Synergy_Loewe=1.09, Synergy_HSA=1.93. (3) Drug 1: COCCOC1=C(C=C2C(=C1)C(=NC=N2)NC3=CC=CC(=C3)C#C)OCCOC.Cl. Drug 2: B(C(CC(C)C)NC(=O)C(CC1=CC=CC=C1)NC(=O)C2=NC=CN=C2)(O)O. Cell line: HOP-62. Synergy scores: CSS=34.5, Synergy_ZIP=8.43, Synergy_Bliss=12.4, Synergy_Loewe=-19.9, Synergy_HSA=9.05. (4) Drug 1: CC1OCC2C(O1)C(C(C(O2)OC3C4COC(=O)C4C(C5=CC6=C(C=C35)OCO6)C7=CC(=C(C(=C7)OC)O)OC)O)O. Synergy scores: CSS=57.4, Synergy_ZIP=5.49, Synergy_Bliss=5.37, Synergy_Loewe=9.32, Synergy_HSA=11.5. Drug 2: CC1=C(C(=O)C2=C(C1=O)N3CC4C(C3(C2COC(=O)N)OC)N4)N. Cell line: SW-620.